Dataset: NCI-60 drug combinations with 297,098 pairs across 59 cell lines. Task: Regression. Given two drug SMILES strings and cell line genomic features, predict the synergy score measuring deviation from expected non-interaction effect. (1) Drug 1: CC1=C(C(CCC1)(C)C)C=CC(=CC=CC(=CC(=O)O)C)C. Drug 2: N.N.Cl[Pt+2]Cl. Cell line: NCI-H522. Synergy scores: CSS=71.5, Synergy_ZIP=-2.72, Synergy_Bliss=0.609, Synergy_Loewe=-0.585, Synergy_HSA=4.73. (2) Synergy scores: CSS=-2.82, Synergy_ZIP=-0.0424, Synergy_Bliss=-0.857, Synergy_Loewe=-4.63, Synergy_HSA=-3.64. Cell line: RXF 393. Drug 1: C1CN1P(=S)(N2CC2)N3CC3. Drug 2: C(CCl)NC(=O)N(CCCl)N=O. (3) Drug 1: CC1CCC2CC(C(=CC=CC=CC(CC(C(=O)C(C(C(=CC(C(=O)CC(OC(=O)C3CCCCN3C(=O)C(=O)C1(O2)O)C(C)CC4CCC(C(C4)OC)OCCO)C)C)O)OC)C)C)C)OC. Drug 2: CN(C(=O)NC(C=O)C(C(C(CO)O)O)O)N=O. Cell line: HCT116. Synergy scores: CSS=1.68, Synergy_ZIP=0.607, Synergy_Bliss=0.576, Synergy_Loewe=6.52, Synergy_HSA=-1.83. (4) Drug 1: CC1CCC2CC(C(=CC=CC=CC(CC(C(=O)C(C(C(=CC(C(=O)CC(OC(=O)C3CCCCN3C(=O)C(=O)C1(O2)O)C(C)CC4CCC(C(C4)OC)OCCO)C)C)O)OC)C)C)C)OC. Drug 2: CC1CCCC2(C(O2)CC(NC(=O)CC(C(C(=O)C(C1O)C)(C)C)O)C(=CC3=CSC(=N3)C)C)C. Cell line: HT29. Synergy scores: CSS=56.8, Synergy_ZIP=1.77, Synergy_Bliss=-0.607, Synergy_Loewe=-10.3, Synergy_HSA=-1.63. (5) Drug 1: CCCCC(=O)OCC(=O)C1(CC(C2=C(C1)C(=C3C(=C2O)C(=O)C4=C(C3=O)C=CC=C4OC)O)OC5CC(C(C(O5)C)O)NC(=O)C(F)(F)F)O. Drug 2: CN1C2=C(C=C(C=C2)N(CCCl)CCCl)N=C1CCCC(=O)O.Cl. Cell line: UACC-257. Synergy scores: CSS=5.25, Synergy_ZIP=0.0669, Synergy_Bliss=6.23, Synergy_Loewe=6.11, Synergy_HSA=5.83. (6) Drug 1: C1=CC(=CC=C1CC(C(=O)O)N)N(CCCl)CCCl.Cl. Drug 2: CC1=C2C(C(=O)C3(C(CC4C(C3C(C(C2(C)C)(CC1OC(=O)C(C(C5=CC=CC=C5)NC(=O)C6=CC=CC=C6)O)O)OC(=O)C7=CC=CC=C7)(CO4)OC(=O)C)O)C)OC(=O)C. Cell line: SF-295. Synergy scores: CSS=6.41, Synergy_ZIP=-8.18, Synergy_Bliss=-8.02, Synergy_Loewe=-6.87, Synergy_HSA=-5.82.